From a dataset of Catalyst prediction with 721,799 reactions and 888 catalyst types from USPTO. Predict which catalyst facilitates the given reaction. (1) Reactant: [OH:1][C:2]1[CH:19]=[CH:18][C:17]([C:20]([O:22][CH3:23])=[O:21])=[CH:16][C:3]=1[N:4]=[CH:5][C:6]1[CH:11]=[CH:10][C:9]([C:12]([O:14][CH3:15])=[O:13])=[CH:8][CH:7]=1.ClC1C(=O)C(C#N)=C(C#N)C(=O)C=1Cl. Product: [CH3:23][O:22][C:20]([C:17]1[CH:18]=[CH:19][C:2]2[O:1][C:5]([C:6]3[CH:11]=[CH:10][C:9]([C:12]([O:14][CH3:15])=[O:13])=[CH:8][CH:7]=3)=[N:4][C:3]=2[CH:16]=1)=[O:21]. The catalyst class is: 4. (2) Reactant: [C:1]([C:4]1[CH:9]=[CH:8][C:7]([NH:10][C:11](=[O:16])[C:12]([F:15])([F:14])[F:13])=[C:6]([Br:17])[CH:5]=1)(=[O:3])[CH3:2].[Br-:18].[Br-].[Br-].C([N+](CCCC)(CCCC)CCCC)CCC.C([N+](CCCC)(CCCC)CCCC)CCC.C([N+](CCCC)(CCCC)CCCC)CCC. The catalyst class is: 8. Product: [Br:17][C:6]1[CH:5]=[C:4]([C:1](=[O:3])[CH2:2][Br:18])[CH:9]=[CH:8][C:7]=1[NH:10][C:11](=[O:16])[C:12]([F:13])([F:14])[F:15]. (3) Reactant: N=C=N.[CH3:4][N:5]([C:9]1[S:10][C:11]([CH3:14])=[CH:12][N:13]=1)[CH2:6][CH2:7][NH2:8].[Cl:15][C:16]1[CH:17]=[C:18]([C:22]#[C:23][C:24](O)=[O:25])[CH:19]=[CH:20][CH:21]=1.CN(C1SC=CN=1)CCNC(=O)C#CC1C=CC=C(Cl)C=1. Product: [Cl:15][C:16]1[CH:17]=[C:18]([C:22]#[C:23][C:24]([NH:8][CH2:7][CH2:6][N:5]([CH3:4])[C:9]2[S:10][C:11]([CH3:14])=[CH:12][N:13]=2)=[O:25])[CH:19]=[CH:20][CH:21]=1. The catalyst class is: 2. (4) Product: [S:45]([OH:48])(=[O:47])(=[O:46])[CH3:44].[CH3:1][C:2]1([C:5]([N:7]2[CH2:8][CH2:9][CH:10]([O:13][C:14]3[C:23]4[C:18](=[CH:19][CH:20]=[CH:21][CH:22]=4)[C:17]([NH:24][C:25]([NH:27][C:28]4[N:29]([C:37]5[CH:42]=[CH:41][C:40]([CH3:43])=[CH:39][CH:38]=5)[N:30]=[C:31]([C:33]5([CH3:36])[CH2:35][CH2:34]5)[CH:32]=4)=[O:26])=[CH:16][N:15]=3)[CH2:11][CH2:12]2)=[O:6])[CH2:3][CH2:4]1. Reactant: [CH3:1][C:2]1([C:5]([N:7]2[CH2:12][CH2:11][CH:10]([O:13][C:14]3[C:23]4[C:18](=[CH:19][CH:20]=[CH:21][CH:22]=4)[C:17]([NH:24][C:25]([NH:27][C:28]4[N:29]([C:37]5[CH:42]=[CH:41][C:40]([CH3:43])=[CH:39][CH:38]=5)[N:30]=[C:31]([C:33]5([CH3:36])[CH2:35][CH2:34]5)[CH:32]=4)=[O:26])=[CH:16][N:15]=3)[CH2:9][CH2:8]2)=[O:6])[CH2:4][CH2:3]1.[CH3:44][S:45]([OH:48])(=[O:47])=[O:46]. The catalyst class is: 4. (5) Reactant: [C:1]1([C:7]2[N:8]=[C:9]([NH:28][CH2:29][CH:30]([CH3:32])[CH3:31])[C:10]3[N:11]([C:13]([C:16]4[CH:27]=[CH:26][C:19]([C:20]([NH:22][CH:23]5[CH2:25][CH2:24]5)=[O:21])=[CH:18][CH:17]=4)=[CH:14][N:15]=3)[CH:12]=2)[CH2:6][CH2:5][CH2:4][CH2:3][CH:2]=1. Product: [CH:1]1([C:7]2[N:8]=[C:9]([NH:28][CH2:29][CH:30]([CH3:32])[CH3:31])[C:10]3[N:11]([C:13]([C:16]4[CH:27]=[CH:26][C:19]([C:20]([NH:22][CH:23]5[CH2:24][CH2:25]5)=[O:21])=[CH:18][CH:17]=4)=[CH:14][N:15]=3)[CH:12]=2)[CH2:2][CH2:3][CH2:4][CH2:5][CH2:6]1. The catalyst class is: 29. (6) Reactant: C[Li].C(OCC)C.CON(C)[C:11](=[O:21])[CH2:12][NH:13][C:14](=[O:20])[O:15][C:16]([CH3:19])([CH3:18])[CH3:17].[Cl:23][CH2:24]I.[Cl-].[NH4+]. Product: [Cl:23][CH2:24][C:11](=[O:21])[CH2:12][NH:13][C:14](=[O:20])[O:15][C:16]([CH3:19])([CH3:18])[CH3:17]. The catalyst class is: 7. (7) Reactant: CCN(C(C)C)C(C)C.[F:10][C:11]([F:28])([F:27])[O:12][C:13]1[CH:14]=[C:15]2[C:20](=[CH:21][CH:22]=1)[O:19][C:18](=[O:23])[C:17]([C:24]([OH:26])=O)=[CH:16]2.CN(C(ON1N=NC2C=CC=NC1=2)=[N+](C)C)C.F[P-](F)(F)(F)(F)F.[N:53]1[C:54]([C:62]2[CH:63]=[C:64]([NH2:68])[CH:65]=[CH:66][CH:67]=2)=[CH:55][N:56]2[CH:61]=[CH:60][CH:59]=[CH:58][C:57]=12. Product: [N:53]1[C:54]([C:62]2[CH:63]=[C:64]([NH:68][C:24]([C:17]3[C:18](=[O:23])[O:19][C:20]4[C:15]([CH:16]=3)=[CH:14][C:13]([O:12][C:11]([F:10])([F:28])[F:27])=[CH:22][CH:21]=4)=[O:26])[CH:65]=[CH:66][CH:67]=2)=[CH:55][N:56]2[CH:61]=[CH:60][CH:59]=[CH:58][C:57]=12. The catalyst class is: 3. (8) Reactant: Br[C:2]1[CH:3]=[C:4]2[C:9](=[CH:10][CH:11]=1)[N:8]=[CH:7][C:6]([C:12]([CH:14]1[CH2:16][CH2:15]1)=[O:13])=[C:5]2[NH:17][C:18]1[CH:19]=[CH:20][C:21]([N:24]2[CH2:28][CH2:27][CH:26]([N:29]([CH3:37])C(=O)OC(C)(C)C)[CH2:25]2)=[N:22][CH:23]=1.[Cl:38][C:39]1[CH:44]=[C:43](B2OC(C)(C)C(C)(C)O2)[CH:42]=[C:41]([Cl:54])[C:40]=1[OH:55].C([O-])([O-])=O.[Cs+].[Cs+].[ClH:62].C(O)(C(F)(F)[F:66])=O. Product: [ClH:38].[ClH:62].[ClH:38].[Cl:54][C:41]1[CH:42]=[C:43]([C:2]2[CH:3]=[C:4]3[C:9](=[CH:10][CH:11]=2)[N:8]=[CH:7][C:6]([C:12]([CH:14]2[CH2:16][CH2:15]2)=[O:13])=[C:5]3[NH:17][C:18]2[CH:23]=[N:22][C:21]([N:24]3[CH2:28][CH2:27][CH:26]([NH:29][CH3:37])[CH2:25]3)=[CH:20][CH:19]=2)[CH:44]=[C:39]([F:66])[C:40]=1[OH:55]. The catalyst class is: 75. (9) Reactant: Br[CH2:2][C:3]1[N:7]([CH3:8])[N:6]([CH:9]2[CH2:14][CH2:13][CH2:12][CH2:11][CH2:10]2)[C:5](=[O:15])[C:4]=1[Cl:16].[CH3:17][O:18][C:19]1[CH:24]=[CH:23][CH:22]=[CH:21][C:20]=1[N:25]1[CH2:30][CH2:29][NH:28][CH2:27][CH2:26]1.C(=O)([O-])[O-].[K+].[K+]. Product: [Cl:16][C:4]1[C:5](=[O:15])[N:6]([CH:9]2[CH2:14][CH2:13][CH2:12][CH2:11][CH2:10]2)[N:7]([CH3:8])[C:3]=1[CH2:2][N:28]1[CH2:27][CH2:26][N:25]([C:20]2[CH:21]=[CH:22][CH:23]=[CH:24][C:19]=2[O:18][CH3:17])[CH2:30][CH2:29]1. The catalyst class is: 10.